This data is from Forward reaction prediction with 1.9M reactions from USPTO patents (1976-2016). The task is: Predict the product of the given reaction. (1) Given the reactants [N:1]([CH2:4][C:5]1[CH:10]=[CH:9][C:8]([N:11]2[CH2:17][CH2:16][CH2:15][CH2:14][CH2:13][CH2:12]2)=[CH:7][CH:6]=1)=[C:2]=[O:3].[CH3:18][N:19]1[C:27]2[CH:26]=[CH:25][CH:24]=[C:23]([NH2:28])[C:22]=2[CH:21]=[N:20]1.N1C2C=CC=C(N)C=2C=N1, predict the reaction product. The product is: [N:11]1([C:8]2[CH:9]=[CH:10][C:5]([CH2:4][NH:1][C:2]([NH:28][C:23]3[CH:24]=[CH:25][CH:26]=[C:27]4[C:22]=3[CH:21]=[N:20][N:19]4[CH3:18])=[O:3])=[CH:6][CH:7]=2)[CH2:17][CH2:16][CH2:15][CH2:14][CH2:13][CH2:12]1. (2) Given the reactants P(Cl)(Cl)(Cl)(Cl)[Cl:2].N1C=CC=CC=1.C1(CC([NH:22][CH:23]2[C:45](=[O:46])[N:25]3[C:26]([C:33]([O:35][CH2:36][C:37]4[CH:42]=[CH:41][C:40]([O:43][CH3:44])=[CH:39][CH:38]=4)=[O:34])=[C:27]([CH:30]=[CH:31][CH3:32])[CH2:28][S:29][C@H:24]23)=O)C=CC=CC=1.C(O)CC(O)C, predict the reaction product. The product is: [NH2:22][CH:23]1[C:45](=[O:46])[N:25]2[C:26]([C:33]([O:35][CH2:36][C:37]3[CH:38]=[CH:39][C:40]([O:43][CH3:44])=[CH:41][CH:42]=3)=[O:34])=[C:27]([CH:30]=[CH:31][CH3:32])[CH2:28][S:29][C@H:24]12.[ClH:2]. (3) Given the reactants [F:1][C:2]1[CH:7]=[CH:6][C:5]([CH2:8][C:9]([OH:11])=O)=[CH:4][CH:3]=1.CN(C)C=O.S(Cl)([Cl:19])=O, predict the reaction product. The product is: [F:1][C:2]1[CH:7]=[CH:6][C:5]([CH2:8][C:9]([Cl:19])=[O:11])=[CH:4][CH:3]=1. (4) The product is: [CH3:1][C:2]1[CH:7]=[CH:6][C:5]([S:8]([O:11][CH2:12][C@@H:13]2[O:17][C:16](=[O:18])[N:15]([CH:19]3[CH2:20][CH2:21][CH2:22][CH2:23]3)[CH2:14]2)(=[O:10])=[O:9])=[CH:4][CH:3]=1. Given the reactants [CH3:1][C:2]1[CH:7]=[CH:6][C:5]([S:8]([O:11][CH2:12][CH:13]2[O:17][C:16](=[O:18])[N:15]([CH2:19][C:20]3C=C[C:23](F)=[CH:22][CH:21]=3)[CH2:14]2)(=[O:10])=[O:9])=[CH:4][CH:3]=1.C1(N2CC(CO)OC2=O)CCCC1.FC1C=CC(CN2CC(CO)OC2=O)=CC=1, predict the reaction product.